Dataset: Forward reaction prediction with 1.9M reactions from USPTO patents (1976-2016). Task: Predict the product of the given reaction. (1) Given the reactants [F:1][C:2]1[CH:9]=[CH:8][C:5]([C:6]#[N:7])=[C:4]([CH:10]=[O:11])[CH:3]=1.[H-].[Al+3].[Li+].[H-].[H-].[H-].[OH-].[Na+].S([O-])([O-])(=O)=O.[Na+].[Na+], predict the reaction product. The product is: [NH2:7][CH2:6][C:5]1[CH:8]=[CH:9][C:2]([F:1])=[CH:3][C:4]=1[CH2:10][OH:11]. (2) Given the reactants [C:1](O)(=[O:11])[C:2]1[CH:10]=[CH:9][C:5]([C:6](O)=[O:7])=[CH:4][CH:3]=1, predict the reaction product. The product is: [CH:2]1([CH2:1][OH:11])[CH2:10][CH2:9][CH:5]([CH2:6][OH:7])[CH2:4][CH2:3]1. (3) Given the reactants C([O:5][C:6]([N:8]1[CH2:13][C@@H:12]2[CH2:14][C@H:9]1[CH2:10][NH:11]2)=O)(C)(C)C.[C:15](OC(=O)C)(=O)C.[ClH:22].O1CCOCC1, predict the reaction product. The product is: [ClH:22].[C@H:9]12[CH2:14][C@H:12]([NH:11][CH2:10]1)[CH2:13][N:8]2[C:6](=[O:5])[CH3:15]. (4) Given the reactants [CH3:1][SH:2].[Na].O1CCCC1.[CH:9]([C:13]1[C:14]([NH:25][CH2:26][C:27]([F:30])([F:29])[F:28])=[N:15][C:16]([N:20]2[CH:24]=[CH:23][CH:22]=[N:21]2)=[N:17][C:18]=1Cl)([CH2:11][CH3:12])[CH3:10], predict the reaction product. The product is: [CH:9]([C:13]1[C:14]([NH:25][CH2:26][C:27]([F:30])([F:29])[F:28])=[N:15][C:16]([N:20]2[CH:24]=[CH:23][CH:22]=[N:21]2)=[N:17][C:18]=1[S:2][CH3:1])([CH2:11][CH3:12])[CH3:10]. (5) Given the reactants [Si](OCC1N=CC2N(C3SC(C(OC)=O)=C(O)C=3)C=NC=2C=1)(C(C)(C)C)(C)C.[Si:29]([O:36][CH2:37][C:38]1[N:43]=[CH:42][C:41]2[N:44]=[CH:45][N:46]([C:47]3[S:51][C:50]([C:52]([O:54][CH3:55])=[O:53])=[C:49]([OH:56])[CH:48]=3)[C:40]=2[CH:39]=1)([C:32]([CH3:35])([CH3:34])[CH3:33])([CH3:31])[CH3:30].C([O-])([O-])=O.[K+].[K+].Br[CH2:64][C:65]1[CH:70]=[CH:69][CH:68]=[CH:67][C:66]=1[C:71]([F:74])([F:73])[F:72], predict the reaction product. The product is: [Si:29]([O:36][CH2:37][C:38]1[N:43]=[CH:42][C:41]2[N:44]=[CH:45][N:46]([C:47]3[S:51][C:50]([C:52]([O:54][CH3:55])=[O:53])=[C:49]([O:56][CH2:64][C:65]4[CH:70]=[CH:69][CH:68]=[CH:67][C:66]=4[C:71]([F:72])([F:73])[F:74])[CH:48]=3)[C:40]=2[CH:39]=1)([C:32]([CH3:33])([CH3:34])[CH3:35])([CH3:30])[CH3:31]. (6) Given the reactants [CH3:1][O:2][C:3]([C:5]1[CH2:9][CH2:8][CH2:7][C:6]=1[CH:10]1[O:14][N:13]=[C:12]([C:15]2[CH:20]=[CH:19][C:18]([O:21]CC3C4C(=CC=CC=4)N=C(C)C=3)=[CH:17][CH:16]=2)[CH2:11]1)=[O:4], predict the reaction product. The product is: [CH3:1][O:2][C:3]([C@@H:5]1[CH2:9][CH2:8][CH2:7][C@@H:6]1[CH:10]1[O:14][N:13]=[C:12]([C:15]2[CH:20]=[CH:19][C:18]([OH:21])=[CH:17][CH:16]=2)[CH2:11]1)=[O:4].